From a dataset of NCI-60 drug combinations with 297,098 pairs across 59 cell lines. Regression. Given two drug SMILES strings and cell line genomic features, predict the synergy score measuring deviation from expected non-interaction effect. Drug 1: C1CCC(C1)C(CC#N)N2C=C(C=N2)C3=C4C=CNC4=NC=N3. Drug 2: C1=CC(=CC=C1CCC2=CNC3=C2C(=O)NC(=N3)N)C(=O)NC(CCC(=O)O)C(=O)O. Cell line: TK-10. Synergy scores: CSS=47.0, Synergy_ZIP=2.58, Synergy_Bliss=2.06, Synergy_Loewe=-8.19, Synergy_HSA=2.87.